Dataset: Reaction yield outcomes from USPTO patents with 853,638 reactions. Task: Predict the reaction yield, written as a fraction of the theoretical maximum amount of product (1.0 means a 100% yield; for example, 0.34 means a 34% yield). The reactants are [S:1]([NH:5][C:6]1[CH:13]=[CH:12][CH:11]=[C:10](/[CH:14]=[CH:15]/[CH2:16][O:17][CH3:18])[C:7]=1[C:8]#[N:9])(=[O:4])(=[O:3])[NH2:2].[OH-].[Na+]. The catalyst is CCO. The product is [CH3:18][O:17][CH2:16]/[CH:15]=[CH:14]/[C:10]1[C:7]2[C:8]([NH2:9])=[N:2][S:1](=[O:4])(=[O:3])[NH:5][C:6]=2[CH:13]=[CH:12][CH:11]=1. The yield is 0.780.